This data is from Catalyst prediction with 721,799 reactions and 888 catalyst types from USPTO. The task is: Predict which catalyst facilitates the given reaction. (1) Reactant: [OH:1][C:2]1[CH:12]=[N:11][CH:10]=[CH:9][C:3]=1[C:4]([O:6][CH2:7][CH3:8])=[O:5].[O:13]1[CH2:15][C@H:14]1[CH2:16]OS(C1C=CC=C([N+]([O-])=O)C=1)(=O)=O.C(=O)([O-])[O-].[Cs+].[Cs+]. Product: [O:13]1[CH2:15][C@H:14]1[CH2:16][O:1][C:2]1[CH:12]=[N:11][CH:10]=[CH:9][C:3]=1[C:4]([O:6][CH2:7][CH3:8])=[O:5]. The catalyst class is: 60. (2) Reactant: C(NC(C)C)(C)C.C([Li])CCC.CCCCCC.[C:19]([OH:24])(=[O:23])[CH:20]([CH3:22])[CH3:21].[CH2:25](Cl)[C:26]1[CH:31]=[CH:30][CH:29]=[CH:28][CH:27]=1. Product: [CH3:21][C:20]([CH3:22])([CH2:25][C:26]1[CH:31]=[CH:30][CH:29]=[CH:28][CH:27]=1)[C:19]([OH:24])=[O:23]. The catalyst class is: 1. (3) Product: [CH3:32][N:8]1[C:9]2[C:5](=[CH:4][CH:3]=[C:2]([CH3:1])[CH:10]=2)[C:6]([CH2:17][C:18]2[N:23]=[C:22]([C:24]([O:26][CH3:27])=[O:25])[CH:21]=[CH:20][CH:19]=2)=[C:7]1[C:11]1[CH:12]=[CH:13][CH:14]=[CH:15][CH:16]=1. The catalyst class is: 35. Reactant: [CH3:1][C:2]1[CH:10]=[C:9]2[C:5]([C:6]([CH2:17][C:18]3[N:23]=[C:22]([C:24]([O:26][CH3:27])=[O:25])[CH:21]=[CH:20][CH:19]=3)=[C:7]([C:11]3[CH:16]=[CH:15][CH:14]=[CH:13][CH:12]=3)[NH:8]2)=[CH:4][CH:3]=1.[H-].[Na+].CI.[C:32](OCC)(=O)C. (4) Product: [CH2:7]([O:9][C:10]([C:12]1[CH:13]=[N:14][C:15]2[C:20]([C:21]=1[N:22]([S:30]([C:33]1[CH:38]=[CH:37][C:36]([C:44]3[CH:49]=[CH:48][CH:47]=[CH:46][CH:45]=3)=[CH:35][CH:34]=1)(=[O:32])=[O:31])[CH2:23][C:24]1[CH:25]=[N:26][CH:27]=[CH:28][CH:29]=1)=[CH:19][CH:18]=[C:17]([C:40]([F:43])([F:42])[F:41])[CH:16]=2)=[O:11])[CH3:8]. The catalyst class is: 535. Reactant: COCCOC.[CH2:7]([O:9][C:10]([C:12]1[CH:13]=[N:14][C:15]2[C:20]([C:21]=1[N:22]([S:30]([C:33]1[CH:38]=[CH:37][C:36](Br)=[CH:35][CH:34]=1)(=[O:32])=[O:31])[CH2:23][C:24]1[CH:25]=[N:26][CH:27]=[CH:28][CH:29]=1)=[CH:19][CH:18]=[C:17]([C:40]([F:43])([F:42])[F:41])[CH:16]=2)=[O:11])[CH3:8].[C:44]1(B(O)O)[CH:49]=[CH:48][CH:47]=[CH:46][CH:45]=1.C([O-])([O-])=O.[Na+].[Na+]. (5) Reactant: [O-]CC.[Na+].[C:5]([O:14][CH2:15][CH3:16])(=[O:13])[CH2:6][CH2:7][C:8]([O:10]CC)=[O:9].[CH2:17]([N:24]1[C:28]([CH:29]=O)=[CH:27][N:26]=[C:25]1[CH2:31][CH3:32])[C:18]1[CH:23]=[CH:22][CH:21]=[CH:20][CH:19]=1.C(O)C. Product: [CH2:17]([N:24]1[C:28](/[CH:29]=[C:6](/[C:5]([O:14][CH2:15][CH3:16])=[O:13])\[CH2:7][C:8]([OH:10])=[O:9])=[CH:27][N:26]=[C:25]1[CH2:31][CH3:32])[C:18]1[CH:19]=[CH:20][CH:21]=[CH:22][CH:23]=1. The catalyst class is: 5. (6) Reactant: [CH:1]([C:3]1[CH:11]=[CH:10][C:6]([C:7]([OH:9])=[O:8])=[CH:5][CH:4]=1)=O.[CH3:12][C:13]1([CH3:26])[C@@H:15]2[CH2:16][C:17]3[C:21]([C@H:14]12)=[C:20]([CH3:22])[S:19][C:18]=3[C:23](=[O:25])[CH3:24].C[O-].[Na+]. Product: [O:25]=[C:23]([C:18]1[S:19][C:20]([CH3:22])=[C:21]2[C:17]=1[CH2:16][C@H:15]1[C:13]([CH3:26])([CH3:12])[C@H:14]12)[CH:24]=[CH:1][C:3]1[CH:11]=[CH:10][C:6]([C:7]([OH:9])=[O:8])=[CH:5][CH:4]=1. The catalyst class is: 459.